Dataset: NCI-60 drug combinations with 297,098 pairs across 59 cell lines. Task: Regression. Given two drug SMILES strings and cell line genomic features, predict the synergy score measuring deviation from expected non-interaction effect. (1) Drug 1: C1=CC=C(C(=C1)C(C2=CC=C(C=C2)Cl)C(Cl)Cl)Cl. Drug 2: C#CCC(CC1=CN=C2C(=N1)C(=NC(=N2)N)N)C3=CC=C(C=C3)C(=O)NC(CCC(=O)O)C(=O)O. Cell line: SNB-75. Synergy scores: CSS=-4.29, Synergy_ZIP=-1.79, Synergy_Bliss=-7.05, Synergy_Loewe=-7.73, Synergy_HSA=-7.07. (2) Drug 1: CC1C(C(CC(O1)OC2CC(CC3=C2C(=C4C(=C3O)C(=O)C5=C(C4=O)C(=CC=C5)OC)O)(C(=O)C)O)N)O.Cl. Drug 2: COC1=NC(=NC2=C1N=CN2C3C(C(C(O3)CO)O)O)N. Cell line: CAKI-1. Synergy scores: CSS=27.5, Synergy_ZIP=-7.94, Synergy_Bliss=-2.16, Synergy_Loewe=-20.5, Synergy_HSA=-0.105. (3) Drug 1: CCCS(=O)(=O)NC1=C(C(=C(C=C1)F)C(=O)C2=CNC3=C2C=C(C=N3)C4=CC=C(C=C4)Cl)F. Drug 2: C1=CC(=CC=C1CC(C(=O)O)N)N(CCCl)CCCl.Cl. Cell line: OVCAR3. Synergy scores: CSS=6.64, Synergy_ZIP=-3.53, Synergy_Bliss=-2.90, Synergy_Loewe=-5.75, Synergy_HSA=-5.78. (4) Drug 1: C1=NC2=C(N=C(N=C2N1C3C(C(C(O3)CO)O)O)F)N. Drug 2: C1CCC(C(C1)N)N.C(=O)(C(=O)[O-])[O-].[Pt+4]. Cell line: MDA-MB-435. Synergy scores: CSS=23.3, Synergy_ZIP=-2.96, Synergy_Bliss=-0.389, Synergy_Loewe=-6.92, Synergy_HSA=1.24. (5) Drug 1: C(CCl)NC(=O)N(CCCl)N=O. Drug 2: CC1C(C(CC(O1)OC2CC(CC3=C2C(=C4C(=C3O)C(=O)C5=C(C4=O)C(=CC=C5)OC)O)(C(=O)CO)O)N)O.Cl. Cell line: MDA-MB-435. Synergy scores: CSS=43.7, Synergy_ZIP=-3.34, Synergy_Bliss=-1.06, Synergy_Loewe=-22.2, Synergy_HSA=0.428.